Predict the reactants needed to synthesize the given product. From a dataset of Full USPTO retrosynthesis dataset with 1.9M reactions from patents (1976-2016). (1) Given the product [CH3:24][O:23][C:21](=[O:22])[NH:6][C:5]1[CH:7]=[CH:8][C:2]([Br:1])=[C:3]([O:9][CH3:10])[CH:4]=1, predict the reactants needed to synthesize it. The reactants are: [Br:1][C:2]1[CH:8]=[CH:7][C:5]([NH2:6])=[CH:4][C:3]=1[O:9][CH3:10].C(N(C(C)C)CC)(C)C.Cl[C:21]([O:23][CH3:24])=[O:22]. (2) Given the product [F:30][C:19]1[CH:18]=[CH:17][C:16]([C:12]2[N:4]3[CH:5]=[CH:6][C:7]([C:8]([F:9])([F:10])[F:11])=[C:2]([F:1])[C:3]3=[N:14][CH:13]=2)=[CH:21][C:20]=1[C:22]1[N:29]=[CH:28][CH:27]=[CH:26][C:23]=1[C:24]#[N:25], predict the reactants needed to synthesize it. The reactants are: [F:1][C:2]1[C:3]2[N:4]([CH:12]=[CH:13][N:14]=2)[CH:5]=[CH:6][C:7]=1[C:8]([F:11])([F:10])[F:9].Br[C:16]1[CH:17]=[CH:18][C:19]([F:30])=[C:20]([C:22]2[N:29]=[CH:28][CH:27]=[CH:26][C:23]=2[C:24]#[N:25])[CH:21]=1. (3) Given the product [Cl:17][C:3]1[C:2]([NH:1][C:19]2[CH:24]=[CH:23][CH:22]=[CH:21][C:20]=2[CH3:25])=[CH:7][CH:6]=[CH:5][C:4]=1[NH:8][C:9]1[CH2:14][CH2:13][CH2:12][C:11](=[O:15])[C:10]=1[CH3:16], predict the reactants needed to synthesize it. The reactants are: [NH2:1][C:2]1[C:3]([Cl:17])=[C:4]([NH:8][C:9]2[CH2:14][CH2:13][CH2:12][C:11](=[O:15])[C:10]=2[CH3:16])[CH:5]=[CH:6][CH:7]=1.Br[C:19]1[CH:24]=[CH:23][CH:22]=[CH:21][C:20]=1[CH3:25].C1C=CC(P(C2C(C3C(P(C4C=CC=CC=4)C4C=CC=CC=4)=CC=C4C=3C=CC=C4)=C3C(C=CC=C3)=CC=2)C2C=CC=CC=2)=CC=1.C(=O)([O-])[O-].[Cs+].[Cs+]. (4) Given the product [CH3:35][O:34][C:32](=[O:33])[C:31]1[CH:30]=[CH:29][CH:28]=[CH:27][C:18]=1[O:19][CH:4]([C:3]([O:2][CH3:1])=[O:17])[CH3:6], predict the reactants needed to synthesize it. The reactants are: [CH3:1][O:2][C:3](=[O:17])[CH:4]([C:6]1C=CC2C(=CC=C(O)C=2)C=1)C.[C:18]([O-])([O-])=[O:19].[K+].[K+].[I-].[Na+].Br[CH2:27][CH2:28][CH2:29][CH2:30][CH2:31][C:32]([O:34][CH3:35])=[O:33]. (5) Given the product [CH:1]1[C:6]2[S:7][CH2:8][CH2:9][CH2:10][O:11][C:5]=2[C:4]([C:25]([OH:28])=[O:27])=[CH:3][CH:2]=1, predict the reactants needed to synthesize it. The reactants are: [CH:1]1[C:6]2[S:7][CH2:8][CH2:9][CH2:10][O:11][C:5]=2[CH:4]=[CH:3][CH:2]=1.CN(C)CCN(C)C.C([Li])CCC.[C:25]([O:28]CC)(=[O:27])C. (6) Given the product [C:15]([NH:18][C@@H:19]([CH3:43])[CH2:20][O:21][C:22]1[CH:27]=[C:26]([S:28][CH2:29][CH2:30][C:31]([O:33][CH2:34][CH:35]([CH2:40][CH3:41])[CH2:36][CH2:37][CH2:38][CH3:39])=[O:32])[C:25]([NH:42][C:10](=[O:12])[C:9]2[CH:8]=[CH:7][C:6]([O:5][CH2:4][CH:1]3[CH2:2][CH2:3]3)=[CH:14][CH:13]=2)=[CH:24][N:23]=1)(=[O:17])[CH3:16], predict the reactants needed to synthesize it. The reactants are: [CH:1]1([CH2:4][O:5][C:6]2[CH:14]=[CH:13][C:9]([C:10]([OH:12])=O)=[CH:8][CH:7]=2)[CH2:3][CH2:2]1.[C:15]([NH:18][C@@H:19]([CH3:43])[CH2:20][O:21][C:22]1[CH:27]=[C:26]([S:28][CH2:29][CH2:30][C:31]([O:33][CH2:34][CH:35]([CH2:40][CH3:41])[CH2:36][CH2:37][CH2:38][CH3:39])=[O:32])[C:25]([NH2:42])=[CH:24][N:23]=1)(=[O:17])[CH3:16].CN(C(ON1N=NC2C=CC=NC1=2)=[N+](C)C)C.F[P-](F)(F)(F)(F)F.C(N(CC)C(C)C)(C)C. (7) Given the product [S:27]([O:18][CH2:17][C:13]1[CH:14]=[CH:15][CH:16]=[C:11]([CH2:10][N:6]2[CH2:7][CH2:8][C:9]3[S:1][CH:2]=[CH:3][C:4]=3[CH2:5]2)[CH:12]=1)(=[O:29])(=[O:28])[CH3:26], predict the reactants needed to synthesize it. The reactants are: [S:1]1[C:9]2[CH2:8][CH2:7][N:6]([CH2:10][C:11]3[CH:12]=[C:13]([CH2:17][OH:18])[CH:14]=[CH:15][CH:16]=3)[CH2:5][C:4]=2[CH:3]=[CH:2]1.C(N(CC)CC)C.[CH3:26][S:27](Cl)(=[O:29])=[O:28].